Dataset: Reaction yield outcomes from USPTO patents with 853,638 reactions. Task: Predict the reaction yield, written as a fraction of the theoretical maximum amount of product (1.0 means a 100% yield; for example, 0.34 means a 34% yield). (1) The reactants are [Cl:1][C:2]1[CH:3]=[C:4]([CH:9]([C:24]([F:27])([F:26])[F:25])/[CH:10]=[CH:11]/[C:12]2[CH:13]=[CH:14][C:15]([N:19]3[CH:23]=[N:22][CH:21]=[N:20]3)=[C:16]([CH:18]=2)[NH2:17])[CH:5]=[C:6]([Cl:8])[CH:7]=1.[CH3:28]I. The catalyst is C(Cl)Cl. The product is [Cl:1][C:2]1[CH:3]=[C:4]([CH:9]([C:24]([F:26])([F:25])[F:27])/[CH:10]=[CH:11]/[C:12]2[CH:13]=[CH:14][C:15]([N:19]3[CH:23]=[N:22][CH:21]=[N:20]3)=[C:16]([CH:18]=2)[NH:17][CH3:28])[CH:5]=[C:6]([Cl:8])[CH:7]=1. The yield is 0.700. (2) The reactants are Br[C:2]1[CH:3]=[CH:4][C:5]([N+:8]([O-:10])=[O:9])=[N:6][CH:7]=1.[CH:11]12[NH:18][CH:15]([CH2:16][CH2:17]1)[CH2:14][N:13]([C:19]([O:21][C:22]([CH3:25])([CH3:24])[CH3:23])=[O:20])[CH2:12]2.C(=O)([O-])[O-].[Cs+].[Cs+]. The catalyst is C1C=CC(/C=C/C(/C=C/C2C=CC=CC=2)=O)=CC=1.C1C=CC(/C=C/C(/C=C/C2C=CC=CC=2)=O)=CC=1.C1C=CC(/C=C/C(/C=C/C2C=CC=CC=2)=O)=CC=1.[Pd].[Pd].CC1(C)C2C(=C(P(C3C=CC=CC=3)C3C=CC=CC=3)C=CC=2)OC2C(P(C3C=CC=CC=3)C3C=CC=CC=3)=CC=CC1=2.O1CCOCC1. The product is [N+:8]([C:5]1[N:6]=[CH:7][C:2]([N:18]2[CH:11]3[CH2:17][CH2:16][CH:15]2[CH2:14][N:13]([C:19]([O:21][C:22]([CH3:25])([CH3:24])[CH3:23])=[O:20])[CH2:12]3)=[CH:3][CH:4]=1)([O-:10])=[O:9]. The yield is 0.668. (3) The reactants are [CH3:12][CH2:11][O:10][C:8](/N=N/[C:8]([O:10][CH2:11][CH3:12])=O)=O.COCCO.C1C=CC(P(C2C=CC=CC=2)C2C=CC=CC=2)=CC=1.[OH:37][N:38]1[C:42](=[O:43])[C:41]2=[CH:44][CH:45]=[CH:46][CH:47]=[C:40]2[C:39]1=[O:48]. The catalyst is C1COCC1. The product is [CH3:8][O:10][CH2:11][CH2:12][O:37][N:38]1[C:42](=[O:43])[C:41]2[C:40](=[CH:47][CH:46]=[CH:45][CH:44]=2)[C:39]1=[O:48]. The yield is 0.550. (4) The reactants are O[C:2]1[CH:3]=[C:4]([NH:8][C:9]2[N:14]=[C:13]([NH:15][C:16]3[CH:21]=[CH:20][CH:19]=[C:18](O)[CH:17]=3)[C:12]([F:23])=[CH:11][N:10]=2)[CH:5]=[CH:6][CH:7]=1.[CH2:24]([N:31]1[CH2:36][CH2:35][N:34](C2C=CC(N)=CC=2)[CH2:33][CH2:32]1)[C:25]1[CH:30]=[CH:29][CH:28]=[CH:27][CH:26]=1.Cl[C:45]1[N:50]=[C:49](Cl)[C:48](F)=[CH:47]N=1. No catalyst specified. The product is [CH2:49]([N:50]1[CH2:45][CH2:9][N:8]([C:7]2[CH:6]=[CH:5][C:4]([NH:8][C:9]3[N:14]=[C:13]([NH:15][C:16]4[CH:21]=[CH:20][C:19]([N:34]5[CH2:33][CH2:32][N:31]([CH2:24][C:25]6[CH:26]=[CH:27][CH:28]=[CH:29][CH:30]=6)[CH2:36][CH2:35]5)=[CH:18][CH:17]=4)[C:12]([F:23])=[CH:11][N:10]=3)=[CH:3][CH:2]=2)[CH2:4][CH2:3]1)[C:48]1[CH:47]=[CH:2][CH:7]=[CH:6][CH:5]=1. The yield is 0.640. (5) The reactants are [N:1]([C:4]1[CH:9]=[CH:8][CH:7]=[CH:6][C:5]=1[C:10]([F:13])([F:12])[F:11])=[C:2]=[O:3].[CH3:14][C:15]([CH3:18])([O-:17])[CH3:16].[K+]. The catalyst is C1COCC1. The product is [F:11][C:10]([F:12])([F:13])[C:5]1[CH:6]=[CH:7][CH:8]=[CH:9][C:4]=1[NH:1][C:2](=[O:3])[O:17][C:15]([CH3:18])([CH3:16])[CH3:14]. The yield is 0.520. (6) The reactants are [CH:1]([C:3]1[CH:4]=[C:5]([CH:10]=[CH:11][CH:12]=1)[C:6]([O:8][CH3:9])=[O:7])=[O:2].[I-].[K+].Br[CH2:16][CH:17]=[CH2:18].[Cl-].[NH4+]. The catalyst is O. The product is [OH:2][CH:1]([C:3]1[CH:4]=[C:5]([CH:10]=[CH:11][CH:12]=1)[C:6]([O:8][CH3:9])=[O:7])[CH2:18][CH:17]=[CH2:16]. The yield is 0.900. (7) The reactants are [NH2:1][C:2]1[N:3]([C:8]2[C:17]3[C:12](=[CH:13][CH:14]=[CH:15][CH:16]=3)[C:11]([CH:18]3[CH2:20][CH2:19]3)=[CH:10][CH:9]=2)[C:4]([SH:7])=[N:5][N:6]=1.[Cl:21][C:22]1[CH:23]=[C:24]([CH:28]=[CH:29][C:30]=1[NH:31][C:32](=[O:35])[CH2:33]Cl)[C:25]([OH:27])=[O:26].O. The catalyst is CN(C=O)C. The product is [NH2:1][C:2]1[N:3]([C:8]2[C:17]3[C:12](=[CH:13][CH:14]=[CH:15][CH:16]=3)[C:11]([CH:18]3[CH2:20][CH2:19]3)=[CH:10][CH:9]=2)[C:4]([S:7][CH2:33][C:32]([NH:31][C:30]2[CH:29]=[CH:28][C:24]([C:25]([OH:27])=[O:26])=[CH:23][C:22]=2[Cl:21])=[O:35])=[N:5][N:6]=1. The yield is 0.750. (8) The reactants are [CH3:1][O:2][C:3]1[CH:4]=[C:5]([NH:11][C:12]2[C:17]([C:18]3[NH:19][C:20]([NH:23][C:24]4[CH:29]=[CH:28][CH:27]=[C:26]([NH2:30])[CH:25]=4)=[N:21][N:22]=3)=[CH:16][CH:15]=[CH:14][N:13]=2)[CH:6]=[C:7]([O:9][CH3:10])[CH:8]=1.[O:31]1[C:35]2[CH:36]=[CH:37][C:38]([S:40](Cl)(=[O:42])=[O:41])=[CH:39][C:34]=2[CH2:33][CH2:32]1.C([O-])(O)=O.[Na+]. The catalyst is N1C=CC=CC=1. The product is [CH3:1][O:2][C:3]1[CH:4]=[C:5]([NH:11][C:12]2[C:17]([C:18]3[NH:19][C:20]([NH:23][C:24]4[CH:25]=[C:26]([NH:30][S:40]([C:38]5[CH:37]=[CH:36][C:35]6[O:31][CH2:32][CH2:33][C:34]=6[CH:39]=5)(=[O:41])=[O:42])[CH:27]=[CH:28][CH:29]=4)=[N:21][N:22]=3)=[CH:16][CH:15]=[CH:14][N:13]=2)[CH:6]=[C:7]([O:9][CH3:10])[CH:8]=1. The yield is 0.140. (9) The reactants are [Cl-].O[NH3+:3].[C:4](=[O:7])([O-])[OH:5].[Na+].CS(C)=O.[C:13]([O:17][C:18]1[CH:23]=[CH:22][C:21]([N:24]2[C:29](=[O:30])[C:28]([CH2:31][C:32]3[CH:37]=[CH:36][C:35]([C:38]4[C:39]([C:44]#[N:45])=[CH:40][CH:41]=[CH:42][CH:43]=4)=[CH:34][CH:33]=3)=[C:27]([CH2:46][CH2:47][CH3:48])[N:26]=[C:25]2[O:49][CH3:50])=[CH:20][CH:19]=1)([CH3:16])([CH3:15])[CH3:14]. The catalyst is O. The product is [C:13]([O:17][C:18]1[CH:19]=[CH:20][C:21]([N:24]2[C:29](=[O:30])[C:28]([CH2:31][C:32]3[CH:37]=[CH:36][C:35]([C:38]4[CH:43]=[CH:42][CH:41]=[CH:40][C:39]=4[C:44]4[NH:3][C:4](=[O:7])[O:5][N:45]=4)=[CH:34][CH:33]=3)=[C:27]([CH2:46][CH2:47][CH3:48])[N:26]=[C:25]2[O:49][CH3:50])=[CH:22][CH:23]=1)([CH3:16])([CH3:15])[CH3:14]. The yield is 0.260. (10) The reactants are [Cl:1][C:2]1[CH:8]=[C:7]([Cl:9])[CH:6]=[C:5]([Cl:10])[C:3]=1[NH2:4].C([Li])CCC.[CH3:16][Si:17](Cl)([CH3:19])[CH3:18]. The catalyst is CCOCC. The product is [CH3:16][Si:17]([CH3:19])([CH3:18])[NH:4][C:3]1[C:2]([Cl:1])=[CH:8][C:7]([Cl:9])=[CH:6][C:5]=1[Cl:10]. The yield is 0.900.